This data is from NCI-60 drug combinations with 297,098 pairs across 59 cell lines. The task is: Regression. Given two drug SMILES strings and cell line genomic features, predict the synergy score measuring deviation from expected non-interaction effect. (1) Synergy scores: CSS=9.46, Synergy_ZIP=-1.68, Synergy_Bliss=3.46, Synergy_Loewe=1.40, Synergy_HSA=4.22. Drug 2: CN1C2=C(C=C(C=C2)N(CCCl)CCCl)N=C1CCCC(=O)O.Cl. Drug 1: C1CCC(C1)C(CC#N)N2C=C(C=N2)C3=C4C=CNC4=NC=N3. Cell line: IGROV1. (2) Drug 1: CC12CCC(CC1=CCC3C2CCC4(C3CC=C4C5=CN=CC=C5)C)O. Drug 2: C#CCC(CC1=CN=C2C(=N1)C(=NC(=N2)N)N)C3=CC=C(C=C3)C(=O)NC(CCC(=O)O)C(=O)O. Cell line: T-47D. Synergy scores: CSS=3.65, Synergy_ZIP=-2.50, Synergy_Bliss=2.12, Synergy_Loewe=1.81, Synergy_HSA=1.84. (3) Drug 1: C1=CC(=CC=C1C#N)C(C2=CC=C(C=C2)C#N)N3C=NC=N3. Drug 2: CCC(=C(C1=CC=CC=C1)C2=CC=C(C=C2)OCCN(C)C)C3=CC=CC=C3.C(C(=O)O)C(CC(=O)O)(C(=O)O)O. Cell line: A498. Synergy scores: CSS=1.39, Synergy_ZIP=-0.125, Synergy_Bliss=-0.884, Synergy_Loewe=-0.492, Synergy_HSA=-1.65. (4) Drug 1: CCC1=C2CN3C(=CC4=C(C3=O)COC(=O)C4(CC)O)C2=NC5=C1C=C(C=C5)O. Drug 2: B(C(CC(C)C)NC(=O)C(CC1=CC=CC=C1)NC(=O)C2=NC=CN=C2)(O)O. Cell line: T-47D. Synergy scores: CSS=73.5, Synergy_ZIP=2.04, Synergy_Bliss=1.31, Synergy_Loewe=2.86, Synergy_HSA=5.13.